This data is from Full USPTO retrosynthesis dataset with 1.9M reactions from patents (1976-2016). The task is: Predict the reactants needed to synthesize the given product. (1) Given the product [ClH:19].[F:1][C:2]([F:13])([F:12])[CH:3]([NH:5][CH3:6])[CH3:4], predict the reactants needed to synthesize it. The reactants are: [F:1][C:2]([F:13])([F:12])[CH:3]([N:5](C)[C:6](=O)OCC)[CH3:4].C(O)C.[OH-].[K+].[ClH:19]. (2) Given the product [NH2:3][O:12][CH:13]1[CH2:14][CH2:15][N:16]([C:19]([NH:28][C:29](=[O:35])[O:30][C:31]([CH3:34])([CH3:33])[CH3:32])=[N:20][C:21](=[O:27])[O:22][C:23]([CH3:25])([CH3:26])[CH3:24])[CH2:17][CH2:18]1, predict the reactants needed to synthesize it. The reactants are: O=C1C2C(=CC=CC=2)C(=O)[N:3]1[O:12][CH:13]1[CH2:18][CH2:17][N:16]([C:19]([NH:28][C:29](=[O:35])[O:30][C:31]([CH3:34])([CH3:33])[CH3:32])=[N:20][C:21](=[O:27])[O:22][C:23]([CH3:26])([CH3:25])[CH3:24])[CH2:15][CH2:14]1.C(Cl)Cl.O.NN. (3) Given the product [ClH:37].[CH3:29][C@H:19]1[N:7]2[C:8]3[CH:9]=[C:10]([C:15]([F:18])([F:17])[F:16])[CH:11]=[CH:12][C:13]=3[CH2:14][C@@H:6]2[CH2:4][NH:21][CH2:20]1, predict the reactants needed to synthesize it. The reactants are: C(O[C:4]([C:6]1[N:7]([C@H:19]([CH3:29])[CH2:20][NH:21]C(OC(C)(C)C)=O)[C:8]2[C:13]([CH:14]=1)=[CH:12][CH:11]=[C:10]([C:15]([F:18])([F:17])[F:16])[CH:9]=2)=O)C.FC(F)(F)C(O)=O.[Cl:37]CCl.